From a dataset of Experimentally validated miRNA-target interactions with 360,000+ pairs, plus equal number of negative samples. Binary Classification. Given a miRNA mature sequence and a target amino acid sequence, predict their likelihood of interaction. (1) The protein sequence of the target gene is MAVPFVEDWDLVQTLGEGAYGEVQLAVNRITEEAVAVKIVDMKRAIDCPENIKKEICINKMLSHENVVKFYGHRREGHIQYLFLEYCSGGELFDRIEPDIGMPEQDAQRFFHQLMAGVVYLHGIGITHRDIKPENLLLDERDNLKISDFGLATVFRHNNRERLLNKMCGTLPYVAPELLKRKEFHAEPVDVWSCGIVLTAMLAGELPWDQPSDSCQEYSDWKEKKTYLNPWKKIDSAPLALLHKILVETPSARITIPDIKKDRWYNKPLNRGAKRPRATSGGMSESSSGFSKHIHSNLDF.... Result: 0 (no interaction). The miRNA is hsa-miR-4491 with sequence AAUGUGGACUGGUGUGACCAAA. (2) The miRNA is rno-miR-409a-3p with sequence AAUGUUGCUCGGUGAACCCC. The protein sequence of the target gene is MKNQLRGPPVRAHMSTSGAAAAAAAGGTRAGSEPGAGSGSGAGIGAGATTGAGAMPCKSAEWLQEELEARGGASLLLLDCRPHELFESSHIETAINLAIPGLMLRRLRKGNLPIRSIIPNHADKERFATRCKAATVLLYDEATAEWQPEPGAPASVLGLLLQKLRDDGCQAYYLQGGFNKFQTEYSEHCETNVDSSSSPSGSPPTSVLGLGGLRISSDCSDGESDRELPSSATESDGSPVPSSQPAFPVQILPYLYLGCAKDSTNLDVLGKYGIKYILNVTPNLPNAFEHGGEFTYKQIP.... Result: 0 (no interaction). (3) The miRNA is hsa-miR-6831-5p with sequence UAGGUAGAGUGUGAGGAGGAGGUC. The protein sequence of the target gene is MKFSLAISFFILMSLLFEDACAKEKSSKKGKGKKKQYLCPSQQSPEDLARVPPNSTSNILNRLLVSYDPRIRPNFKGIPVDVVVNIFINSFGSIQETTMDYRVNIFLRQKWNDPRLKLPSDFRGSDALTVDPTMYKCLWKPDLFFANEKSANFHDVTQENILLFIFRDGDVLVSMRLSITLSCPLDLTLFPMDTQRCKMQLESFGYTTDDLRFIWQSGDPVQLEKIALPQFDIKKEDIEYGNCTKYYKGTGYYTCVEVIFTLRRQVGFYMMGVYAPTLLIVVLSWLSFWINPDASAARVP.... Result: 0 (no interaction). (4) The miRNA is mmu-miR-3473c with sequence UCUCUCCAGCCCCCAUAAUAAG. The protein sequence of the target gene is MAPQQTGSRKRKASEVEQGAGTSSLPGRAAAAAGTGQADGPLLLAKRPRRPVARRSLVHYLKGRALGADGHPGVAGFEGDLRSYGVLRLPELLRERQLTLGPLNKVFASQWLNARQVVCGTKCNTLFVVDVQTGRITRIPLMRDRGPGQTRAQPTCGIHAIQLNPSKTLLATGGENPNSLAVYQLPTLDPVCLGDRQGHRDWIFAIAWMSDTVAVSGSRDGTVALWRVDSDMFNGSIPWHNNSGIPRYSHIRPRDMEAIPRATTNPGNRKVRALAFSGRNQELGAVSLDGYFHLWKARSS.... Result: 1 (interaction). (5) The miRNA is hsa-miR-370-5p with sequence CAGGUCACGUCUCUGCAGUUAC. The protein sequence of the target gene is MIARCLLAVRSLRRVGGSRILLRMTLGREVMSPLQAMSSYTVAGRNVLRWDLSPEQIKTRTEELIVQTKQVYDAVGMLGIEEVTYENCLQALADVEVKYIVERTMLDFPQHVSSDKEVRAASTEADKRLSRFDIEMSMRGDIFERIVHLQETCDLGKIKPEARRYLEKSIKMGKRNGLHLPEQVQNEIKSMKKRMSELCIDFNKNLNEDDTFLVFSKAELGALPDDFIDSLEKTDDDKYKITLKYPHYFPVMKKCCIPETRRRMEMAFNTRCKEENTIILQQLLPLRTKVAKLLGYSTHA.... Result: 1 (interaction). (6) The miRNA is hsa-miR-3976 with sequence UAUAGAGAGCAGGAAGAUUAAUGU. The protein sequence of the target gene is MNTNSKEVLSLGVQVPEAWEELLTMKVEAKSHLQWQESRLKRSNPLAREIFRRHFRQLCYQETPGPREALTRLQELCYQWLRPHVSTKEQILDLLVLEQFLSILPKELQGWVREHCPESGEEAVILLEDLERELDEPQHEMVAHRHRQEVLCKEMVPLAEQTPLTLQSQPKEPQLTCDSAQKCHSIGETDEVTKTEDRELVLRKDCPKIVEPHGKMFNEQTWEVSQQDPSHGEVGEHKDRIERQWGNLLGEGQHKCDECGKSFTQSSGLIRHQRIHTGERPYECNECGKAFSRSSGLFNH.... Result: 0 (no interaction). (7) The miRNA is hsa-miR-2114-3p with sequence CGAGCCUCAAGCAAGGGACUU. The protein sequence of the target gene is MLCGRWRRCRRPPEEPPVAAQVAAQVAAPVALPSPPTPSDGGTKRPGLRALKKMGLTEDEDVRAMLRGSRLRKIRSRTWHKERLYRLQEDGLSVWFQRRIPRAPSQHIFFVQHIEAVREGHQSEGLRRFGGAFAPARCLTIAFKGRRKNLDLAAPTAEEAQRWVRGLTKLRARLDAMSQRERLDHWIHSYLHRADSNQDSKMSFKEIKSLLRMVNVDMNDMYAYLLFKECDHSNNDRLEGAEIEEFLRRLLKRPELEEIFHQYSGEDRVLSAPELLEFLEDQGEEGATLARAQQLIQTYE.... Result: 1 (interaction). (8) The miRNA is hsa-miR-618 with sequence AAACUCUACUUGUCCUUCUGAGU. The protein sequence of the target gene is MNAPLGGIWLWLPLLLTWLTPEVNSSWWYMRATGGSSRVMCDNVPGLVSSQRQLCHRHPDVMRAISQGVAEWTAECQHQFRQHRWNCNTLDRDHSLFGRVLLRSSRESAFVYAISSAGVVFAITRACSQGEVKSCSCDPKKMGSAKDSKGIFDWGGCSDNIDYGIKFARAFVDAKERKGKDARALMNLHNNRAGRKAVKRFLKQECKCHGVSGSCTLRTCWLAMADFRKTGDYLWRKYNGAIQVVMNQDGTGFTVANERFKKPTKNDLVYFENSPDYCIRDREAGSLGTAGRVCNLTSRG.... Result: 0 (no interaction). (9) The miRNA is hsa-miR-409-3p with sequence GAAUGUUGCUCGGUGAACCCCU. The protein sequence of the target gene is MKRRAGLGGSMRSVVGFLSQRGLHGDPLLTQDFQRRRLRGCRNLYKKDLLGHFGCVNAIEFSNNGGQWLVSGGDDRRVLLWHMEQAIHSRVKPIQLKGEHHSNIFCLAFNSGNTKVFSGGNDEQVILHDVESSETLDVFAHEDAVYGLSVSPVNDNIFASSSDDGRVLIWDIRESPHGEPFCLANYPSAFHSVMFNPVEPRLLATANSKEGVGLWDIRKPQSSLLRYGGNLSLQSAMSVRFNSNGTQLLALRRRLPPVLYDIHSRLPVFQFDNQGYFNSCTMKSCCFAGDRDQYILSGSD.... Result: 1 (interaction).